Dataset: NCI-60 drug combinations with 297,098 pairs across 59 cell lines. Task: Regression. Given two drug SMILES strings and cell line genomic features, predict the synergy score measuring deviation from expected non-interaction effect. Drug 1: C1CC(=O)NC(=O)C1N2CC3=C(C2=O)C=CC=C3N. Drug 2: CCC1=CC2CC(C3=C(CN(C2)C1)C4=CC=CC=C4N3)(C5=C(C=C6C(=C5)C78CCN9C7C(C=CC9)(C(C(C8N6C)(C(=O)OC)O)OC(=O)C)CC)OC)C(=O)OC.C(C(C(=O)O)O)(C(=O)O)O. Cell line: SF-539. Synergy scores: CSS=33.3, Synergy_ZIP=-0.775, Synergy_Bliss=-0.363, Synergy_Loewe=1.76, Synergy_HSA=1.85.